Task: Predict the reactants needed to synthesize the given product.. Dataset: Full USPTO retrosynthesis dataset with 1.9M reactions from patents (1976-2016) (1) Given the product [F:1][C:2]1[CH:25]=[CH:24][CH:23]=[C:22]([F:26])[C:3]=1[O:4][CH:5]1[CH2:10][CH2:9][CH:8]([CH2:11][O:12][C:13]2[CH:20]=[CH:19][CH:18]=[C:17]3[C:14]=2[C:15]([NH2:16])=[N:31][C:32]([NH2:34])=[N:33]3)[CH2:7][CH2:6]1, predict the reactants needed to synthesize it. The reactants are: [F:1][C:2]1[CH:25]=[CH:24][CH:23]=[C:22]([F:26])[C:3]=1[O:4][CH:5]1[CH2:10][CH2:9][CH:8]([CH2:11][O:12][C:13]2[CH:20]=[CH:19][CH:18]=[C:17](F)[C:14]=2[C:15]#[N:16])[CH2:7][CH2:6]1.C(=O)(O)O.[NH2:31][C:32]([NH2:34])=[NH:33]. (2) Given the product [NH2:14][C:9]1[CH:10]=[CH:11][CH:12]=[C:13]2[C:8]=1[C:7](=[O:17])[C:6]1([NH:18][C:19]([C:21]3[CH:22]=[CH:23][C:24]4[N:25]([N:27]=[N:28][N:29]=4)[CH:26]=3)=[O:20])[C:5]3[CH:30]=[CH:31][C:32]([CH:34]([CH3:36])[CH3:35])=[CH:33][C:4]=3[O:3][C:2]12[OH:1], predict the reactants needed to synthesize it. The reactants are: [OH:1][C:2]12[C:13]3[C:8](=[C:9]([N+:14]([O-])=O)[CH:10]=[CH:11][CH:12]=3)[C:7](=[O:17])[C:6]1([NH:18][C:19]([C:21]1[CH:22]=[CH:23][C:24]3[N:25]([N:27]=[N:28][N:29]=3)[CH:26]=1)=[O:20])[C:5]1[CH:30]=[CH:31][C:32]([CH:34]([CH3:36])[CH3:35])=[CH:33][C:4]=1[O:3]2.C(O)C. (3) Given the product [F:18][C:2]([F:1])([F:17])[C:3]1[CH:4]=[CH:5][C:6]([O:9][C:10]2[CH:11]=[CH:12][C:13]([O:16][C:26]([N:28]3[CH2:33][CH2:32][CH2:31][CH2:30][CH:29]3[CH3:34])=[O:27])=[CH:14][CH:15]=2)=[N:7][CH:8]=1, predict the reactants needed to synthesize it. The reactants are: [F:1][C:2]([F:18])([F:17])[C:3]1[CH:4]=[CH:5][C:6]([O:9][C:10]2[CH:15]=[CH:14][C:13]([OH:16])=[CH:12][CH:11]=2)=[N:7][CH:8]=1.[I-].C[N+]1C=CN([C:26]([N:28]2[CH2:33][CH2:32][CH2:31][CH2:30][CH:29]2[CH3:34])=[O:27])C=1. (4) Given the product [CH3:12][S:11][C:9]1[S:8][C:7]([C:13]([NH:15][CH2:16][CH2:17][N:18]2[C:26]3[CH2:25][CH2:24][CH2:23][CH2:22][C:21]=3[C:20]([C:27]([F:29])([F:28])[F:30])=[N:19]2)=[O:14])=[C:6]2[CH2:5][CH2:4][CH2:3][CH2:2][C:10]=12, predict the reactants needed to synthesize it. The reactants are: O[CH:2]1[C:10]2[C:6](=[C:7]([C:13]([NH:15][CH2:16][CH2:17][N:18]3[C:26]4[CH2:25][CH2:24][CH2:23][CH2:22][C:21]=4[C:20]([C:27]([F:30])([F:29])[F:28])=[N:19]3)=[O:14])[S:8][C:9]=2[S:11][CH3:12])[CH2:5][CH2:4][CH2:3]1.FC(F)(F)C(O)=O.C([SiH](CC)CC)C.C(=O)([O-])O.[Na+]. (5) Given the product [ClH:39].[C:1]([NH:4][C:5]1[CH:42]=[CH:41][C:8]([CH2:9][N:10]2[CH2:15][CH2:14][N:13]([C:16](=[O:31])[C:17]3[CH:22]=[C:21]([C:23]([F:24])([F:25])[F:26])[CH:20]=[C:19]([C:27]([F:28])([F:29])[F:30])[CH:18]=3)[C@H:12]([CH2:32][C:33]3[CH:38]=[CH:37][C:36]([Cl:39])=[C:35]([Cl:40])[CH:34]=3)[CH2:11]2)=[CH:7][CH:6]=1)(=[O:3])[CH3:2], predict the reactants needed to synthesize it. The reactants are: [C:1]([NH:4][C:5]1[CH:42]=[CH:41][C:8]([CH2:9][N:10]2[CH2:15][CH2:14][N:13]([C:16](=[O:31])[C:17]3[CH:22]=[C:21]([C:23]([F:26])([F:25])[F:24])[CH:20]=[C:19]([C:27]([F:30])([F:29])[F:28])[CH:18]=3)[C@H:12]([CH2:32][C:33]3[CH:38]=[CH:37][C:36]([Cl:39])=[C:35]([Cl:40])[CH:34]=3)[CH2:11]2)=[CH:7][CH:6]=1)(=[O:3])[CH3:2].Cl. (6) The reactants are: [CH2:1]([CH:3]1[O:5][CH2:4]1)Cl.[OH-].[K+].S([O-])([O-])(=O)=O.[Na+].[Na+].[CH2:15]([N:17]1[C:29]2[CH:28]=[CH:27][CH:26]=[CH:25][C:24]=2[C:23]2[C:18]1=[CH:19][CH:20]=[CH:21][CH:22]=2)[CH3:16].[C:30]1([NH:36][N:37]=[CH:38]C2C=CC3NC4C(C=3C=2)=CC=CC=4)[CH:35]=[CH:34][CH:33]=[CH:32][CH:31]=1. Given the product [O:5]1[CH2:4][CH:3]1[CH2:1][N:36]([C:30]1[CH:35]=[CH:34][CH:33]=[CH:32][CH:31]=1)[N:37]=[CH:38][C:21]1[CH:20]=[CH:19][C:18]2[N:17]([CH2:15][CH3:16])[C:29]3[C:24]([C:23]=2[CH:22]=1)=[CH:25][CH:26]=[CH:27][CH:28]=3, predict the reactants needed to synthesize it.